This data is from Forward reaction prediction with 1.9M reactions from USPTO patents (1976-2016). The task is: Predict the product of the given reaction. (1) Given the reactants [Br:1][C:2]1[CH:3]=[C:4]([C:14]([OH:16])=O)[C:5]2[CH:6]=[N:7][N:8]([CH:11]([CH3:13])[CH3:12])[C:9]=2[CH:10]=1.[NH2:17][CH2:18][C:19]1[C:20](=[O:29])[NH:21][C:22]([CH3:28])=[CH:23][C:24]=1[CH2:25][CH2:26][CH3:27].ON1C2N=CC=CC=2N=N1.CN1CCOCC1.C(Cl)CCl.C([O-])([O-])=O.[K+].[K+], predict the reaction product. The product is: [Br:1][C:2]1[CH:3]=[C:4]([C:14]([NH:17][CH2:18][C:19]2[C:20](=[O:29])[NH:21][C:22]([CH3:28])=[CH:23][C:24]=2[CH2:25][CH2:26][CH3:27])=[O:16])[C:5]2[CH:6]=[N:7][N:8]([CH:11]([CH3:12])[CH3:13])[C:9]=2[CH:10]=1. (2) Given the reactants C(OC([N:8]1[CH2:13][CH2:12][CH:11]([C:14](=[O:34])[C:15]2[CH:20]=[CH:19][CH:18]=[C:17]([O:21][Si:22]([CH:29]([CH3:31])[CH3:30])([CH:26]([CH3:28])[CH3:27])[CH:23]([CH3:25])[CH3:24])[C:16]=2[O:32][CH3:33])[CH2:10][CH2:9]1)=O)(C)(C)C.C([O-])(O)=O.[Na+], predict the reaction product. The product is: [CH3:33][O:32][C:16]1[C:17]([O:21][Si:22]([CH:23]([CH3:25])[CH3:24])([CH:29]([CH3:31])[CH3:30])[CH:26]([CH3:28])[CH3:27])=[CH:18][CH:19]=[CH:20][C:15]=1[C:14]([CH:11]1[CH2:10][CH2:9][NH:8][CH2:13][CH2:12]1)=[O:34]. (3) Given the reactants [Cl:1][C:2]1[CH:7]=[C:6]2[NH:8][C:9](=[O:41])[C:10]3([CH:15]([C:16]4[CH:21]=[C:20]([Cl:22])[CH:19]=[CH:18][C:17]=4[O:23][C:24]([CH2:30][CH3:31])([C:27]([OH:29])=O)[CH2:25][CH3:26])[CH2:14][C:13](=[O:32])[NH:12][CH:11]3[C:33]3[CH:38]=[C:37]([Cl:39])[CH:36]=[CH:35][C:34]=3[CH3:40])[C:5]2=[CH:4][CH:3]=1.C1N=CN(C(N2C=NC=C2)=O)C=1.[CH3:54][S:55]([NH2:58])(=[O:57])=[O:56].[H-].[Na+].Cl, predict the reaction product. The product is: [Cl:1][C:2]1[CH:7]=[C:6]2[NH:8][C:9](=[O:41])[C:10]3([CH:15]([C:16]4[CH:21]=[C:20]([Cl:22])[CH:19]=[CH:18][C:17]=4[O:23][C:24]([CH2:25][CH3:26])([C:27]([NH:58][S:55]([CH3:54])(=[O:57])=[O:56])=[O:29])[CH2:30][CH3:31])[CH2:14][C:13](=[O:32])[NH:12][CH:11]3[C:33]3[CH:38]=[C:37]([Cl:39])[CH:36]=[CH:35][C:34]=3[CH3:40])[C:5]2=[CH:4][CH:3]=1. (4) The product is: [CH3:36][O:37][C:38](=[O:63])[NH:39][CH:40]([C:44]([N:46]1[CH2:50][CH2:49][CH2:48][CH:47]1[C:51]1[NH:52][C:53]([C:56]2[CH:61]=[CH:60][C:59]([C:22]3[CH:23]=[CH:24][C:19]([C:16]4[NH:15][C:14]([C:11]5([NH:10][C:9](=[O:34])[CH:5]([NH:4][C:3]([O:2][CH3:1])=[O:35])[CH:6]([CH3:8])[CH3:7])[CH2:12][CH2:13]5)=[N:18][CH:17]=4)=[CH:20][CH:21]=3)=[CH:58][CH:57]=2)=[CH:54][N:55]=1)=[O:45])[CH:41]([CH3:43])[CH3:42]. Given the reactants [CH3:1][O:2][C:3](=[O:35])[NH:4][CH:5]([C:9](=[O:34])[NH:10][C:11]1([C:14]2[NH:15][C:16]([C:19]3[CH:24]=[CH:23][C:22](B4OC(C)(C)C(C)(C)O4)=[CH:21][CH:20]=3)=[CH:17][N:18]=2)[CH2:13][CH2:12]1)[CH:6]([CH3:8])[CH3:7].[CH3:36][O:37][C:38](=[O:63])[NH:39][CH:40]([C:44]([N:46]1[CH2:50][CH2:49][CH2:48][CH:47]1[C:51]1[NH:52][C:53]([C:56]2[CH:61]=[CH:60][C:59](Br)=[CH:58][CH:57]=2)=[CH:54][N:55]=1)=[O:45])[CH:41]([CH3:43])[CH3:42].C([O-])([O-])=O.[K+].[K+], predict the reaction product. (5) Given the reactants C(OC([N:8]1[CH2:13][CH2:12][N:11]([C:14]([C:16]2[CH:17]=[C:18]3[C:22](=[CH:23][CH:24]=2)[N:21](C(OC(C)(C)C)=O)[C:20]([C:32]2[C:33](=[O:42])[NH:34][C:35]4[C:40]([CH:41]=2)=[CH:39][CH:38]=[CH:37][CH:36]=4)=[CH:19]3)=[O:15])[CH2:10][CH2:9]1)=O)(C)(C)C.C(Cl)Cl.[F:46][C:47]([F:52])([F:51])[C:48]([OH:50])=[O:49], predict the reaction product. The product is: [N:11]1([C:14]([C:16]2[CH:17]=[C:18]3[C:22](=[CH:23][CH:24]=2)[NH:21][C:20]([C:32]2[C:33](=[O:42])[NH:34][C:35]4[C:40]([CH:41]=2)=[CH:39][CH:38]=[CH:37][CH:36]=4)=[CH:19]3)=[O:15])[CH2:10][CH2:9][NH:8][CH2:13][CH2:12]1.[C:48]([OH:50])([C:47]([F:52])([F:51])[F:46])=[O:49]. (6) The product is: [Cl:1][C:2]1[N:7]=[CH:6][N:5]=[C:4]2[C:3]=1[N:18]=[C:25]([C:24]1[CH:27]=[CH:28][C:21]([O:20][CH3:19])=[CH:22][CH:23]=1)[N:8]2[CH2:9][CH2:10][CH2:11][N:12]1[CH2:17][CH2:16][CH2:15][CH2:14][CH2:13]1. Given the reactants [Cl:1][C:2]1[N:7]=[CH:6][N:5]=[C:4]([NH:8][CH2:9][CH2:10][CH2:11][N:12]2[CH2:17][CH2:16][CH2:15][CH2:14][CH2:13]2)[C:3]=1[NH2:18].[CH3:19][O:20][C:21]1[CH:28]=[CH:27][C:24]([CH:25]=O)=[CH:23][CH:22]=1, predict the reaction product. (7) The product is: [NH2:11][C@H:12]1[CH2:17][CH2:16][N:15]([C:18]2[CH:19]=[C:20]([CH:28]=[CH:29][CH:30]=2)[C:21]([O:23][C:24]([CH3:26])([CH3:27])[CH3:25])=[O:22])[CH2:14][C@H:13]1[O:31][CH3:32]. Given the reactants C(OC([NH:11][C@H:12]1[CH2:17][CH2:16][N:15]([C:18]2[CH:19]=[C:20]([CH:28]=[CH:29][CH:30]=2)[C:21]([O:23][C:24]([CH3:27])([CH3:26])[CH3:25])=[O:22])[CH2:14][C@H:13]1[O:31][CH3:32])=O)C1C=CC=CC=1, predict the reaction product. (8) The product is: [N:31]1[CH:32]=[CH:33][CH:34]=[N:35][C:30]=1[C:4]([C:6]1[N:7]=[CH:8][N:9]([C:11]2[CH:12]=[C:13]([C:17]3[CH:22]=[CH:21][CH:20]=[CH:19][C:18]=3[O:23][C:24]([F:26])([F:25])[F:27])[CH:14]=[CH:15][CH:16]=2)[CH:10]=1)=[O:5]. Given the reactants CON(C)[C:4]([C:6]1[N:7]=[CH:8][N:9]([C:11]2[CH:12]=[C:13]([C:17]3[CH:22]=[CH:21][CH:20]=[CH:19][C:18]=3[O:23][C:24]([F:27])([F:26])[F:25])[CH:14]=[CH:15][CH:16]=2)[CH:10]=1)=[O:5].Br[C:30]1[N:35]=[CH:34][CH:33]=[CH:32][N:31]=1, predict the reaction product.